This data is from Forward reaction prediction with 1.9M reactions from USPTO patents (1976-2016). The task is: Predict the product of the given reaction. (1) Given the reactants [Br:1][C:2]1[CH:3]=[C:4]2[C:9](=[CH:10][C:11]=1[O:12][CH:13]1[CH2:18][CH2:17][N:16]([C:19]([O:21][C:22]([CH3:25])([CH3:24])[CH3:23])=[O:20])[CH2:15][CH2:14]1)[N:8]=[C:7](S(C)(=O)=O)[N:6]=[CH:5]2.[CH3:30][O:31][C:32]1[CH:33]=[C:34]([CH:36]=[CH:37][CH:38]=1)[NH2:35], predict the reaction product. The product is: [Br:1][C:2]1[CH:3]=[C:4]2[C:9](=[CH:10][C:11]=1[O:12][CH:13]1[CH2:18][CH2:17][N:16]([C:19]([O:21][C:22]([CH3:25])([CH3:24])[CH3:23])=[O:20])[CH2:15][CH2:14]1)[N:8]=[C:7]([NH:35][C:34]1[CH:36]=[CH:37][CH:38]=[C:32]([O:31][CH3:30])[CH:33]=1)[N:6]=[CH:5]2. (2) Given the reactants Br[C:2]1[CH:7]=[C:6]([CH3:8])[C:5]([NH2:9])=[C:4]([CH3:10])[CH:3]=1.[C:11]([NH2:15])(=O)[CH:12]=[CH2:13].CC1C=CC=CC=1P(C1C=CC=CC=1C)C1C=CC=CC=1C.P(Cl)(Cl)(Cl)=O, predict the reaction product. The product is: [C:11]([CH:12]=[CH:13][C:2]1[CH:7]=[C:6]([CH3:8])[C:5]([NH2:9])=[C:4]([CH3:10])[CH:3]=1)#[N:15]. (3) The product is: [CH2:1]([P:3]([CH2:12][CH:11]([C:10]#[N:14])[CH3:13])(=[O:9])[O:4][CH2:5][CH2:6][CH2:7][CH3:8])[CH3:2]. Given the reactants [CH2:1]([P:3]([O-:9])[O:4][CH2:5][CH2:6][CH2:7][CH3:8])[CH3:2].[C:10](#[N:14])[C:11]([CH3:13])=[CH2:12], predict the reaction product. (4) The product is: [F:2][C:3]1[CH:4]=[C:5]([C:10]2[CH:11]=[N:12][N:13]([CH2:15][C@@H:16]([NH:18][C:26]([C:24]3[C:23]([N:29]4[N:33]=[CH:32][CH:31]=[N:30]4)=[CH:22][CH:21]=[C:20]([CH3:19])[N:25]=3)=[O:27])[CH3:17])[CH:14]=2)[CH:6]=[CH:7][C:8]=1[F:9]. Given the reactants Cl.[F:2][C:3]1[CH:4]=[C:5]([C:10]2[CH:11]=[N:12][N:13]([CH2:15][C@@H:16]([NH2:18])[CH3:17])[CH:14]=2)[CH:6]=[CH:7][C:8]=1[F:9].[CH3:19][C:20]1[N:25]=[C:24]([C:26](O)=[O:27])[C:23]([N:29]2[N:33]=[CH:32][CH:31]=[N:30]2)=[CH:22][CH:21]=1, predict the reaction product.